From a dataset of Forward reaction prediction with 1.9M reactions from USPTO patents (1976-2016). Predict the product of the given reaction. (1) The product is: [CH:26]1([C:29]2[C:30]([O:39][CH2:40][CH:41]3[CH2:46][CH2:45][C:44]([F:48])([F:47])[CH2:43][CH2:42]3)=[CH:31][C:32]([F:38])=[C:33]([CH:37]=2)[C:34]([NH:59][S:56](=[O:58])(=[O:57])[NH:55][CH3:54])=[O:35])[CH2:28][CH2:27]1. Given the reactants C1(C2C(OCC3(C(F)(F)F)CCCCC3)=CC(F)=C(C=2)C(O)=O)CC1.[CH:26]1([C:29]2[C:30]([O:39][CH2:40][CH:41]3[CH2:46][CH2:45][C:44]([F:48])([F:47])[CH2:43][CH2:42]3)=[CH:31][C:32]([F:38])=[C:33]([CH:37]=2)[C:34](O)=[O:35])[CH2:28][CH2:27]1.CS(N)(=O)=O.[CH3:54][NH:55][S:56]([NH2:59])(=[O:58])=[O:57], predict the reaction product. (2) Given the reactants C[O:2][C:3]1[CH:10]=[C:9]([O:11]C)[CH:8]=[CH:7][C:4]=1[C:5]#[N:6].B(Cl)(Cl)Cl, predict the reaction product. The product is: [OH:2][C:3]1[CH:10]=[C:9]([OH:11])[CH:8]=[CH:7][C:4]=1[C:5]#[N:6]. (3) Given the reactants [CH3:1][O:2][C:3]1[CH:11]=[CH:10][CH:9]=[C:8]2[C:4]=1[CH2:5][CH2:6][C:7]2=[O:12].Cl.[N:14](OCCC(C)C)=[O:15], predict the reaction product. The product is: [CH3:1][O:2][C:3]1[CH:11]=[CH:10][CH:9]=[C:8]2[C:4]=1[CH2:5][C:6](=[N:14][OH:15])[C:7]2=[O:12].